Dataset: Peptide-MHC class II binding affinity with 134,281 pairs from IEDB. Task: Regression. Given a peptide amino acid sequence and an MHC pseudo amino acid sequence, predict their binding affinity value. This is MHC class II binding data. (1) The peptide sequence is GGGFGMLLRKYGIAA. The MHC is DRB1_0401 with pseudo-sequence DRB1_0401. The binding affinity (normalized) is 0.201. (2) The binding affinity (normalized) is 0.401. The MHC is HLA-DPA10103-DPB10401 with pseudo-sequence HLA-DPA10103-DPB10401. The peptide sequence is KPNDFMPTFAKAMEK. (3) The peptide sequence is INEPTAAAIAYGLYR. The MHC is HLA-DQA10501-DQB10301 with pseudo-sequence HLA-DQA10501-DQB10301. The binding affinity (normalized) is 0.666. (4) The peptide sequence is KLMNSPEFHLVFGNC. The MHC is HLA-DQA10101-DQB10501 with pseudo-sequence HLA-DQA10101-DQB10501. The binding affinity (normalized) is 0.219. (5) The peptide sequence is CGSTDEYCSPDHNCQ. The MHC is HLA-DPA10301-DPB10402 with pseudo-sequence HLA-DPA10301-DPB10402. The binding affinity (normalized) is 0.151. (6) The peptide sequence is LALGNQEGSLKTALT. The MHC is DRB1_0802 with pseudo-sequence DRB1_0802. The binding affinity (normalized) is 0.339. (7) The binding affinity (normalized) is 0.856. The MHC is DRB1_0101 with pseudo-sequence DRB1_0101. The peptide sequence is NNGGDAMYMALIAAF. (8) The peptide sequence is PSVIPAARLFKAFIL. The MHC is DRB1_1302 with pseudo-sequence DRB1_1302. The binding affinity (normalized) is 0.357. (9) The peptide sequence is HPQDGDALTLRTATN. The MHC is HLA-DQA10102-DQB10602 with pseudo-sequence HLA-DQA10102-DQB10602. The binding affinity (normalized) is 0.660. (10) The peptide sequence is APEVKYKVFETALKK. The MHC is HLA-DQA10501-DQB10201 with pseudo-sequence HLA-DQA10501-DQB10201. The binding affinity (normalized) is 0.118.